This data is from Forward reaction prediction with 1.9M reactions from USPTO patents (1976-2016). The task is: Predict the product of the given reaction. (1) Given the reactants [CH:1]1([N:4]([CH:30]2[CH2:32][CH2:31]2)[C:5]([C:7]2[N:27]([CH2:28][CH3:29])[C:10]3=[N:11][C:12]([NH:19]/[C:20](/SC)=[CH:21]/[C:22](=O)[CH3:23])=[C:13]4[N:17]=[CH:16][N:15]([CH3:18])[C:14]4=[C:9]3[CH:8]=2)=[O:6])[CH2:3][CH2:2]1.[CH3:33][N:34](C(OC(C)(C)C)=O)[NH2:35].C(O)=O, predict the reaction product. The product is: [CH:1]1([N:4]([CH:30]2[CH2:31][CH2:32]2)[C:5]([C:7]2[N:27]([CH2:28][CH3:29])[C:10]3=[N:11][C:12]([NH:19][C:20]4[CH:21]=[C:22]([CH3:23])[N:34]([CH3:33])[N:35]=4)=[C:13]4[N:17]=[CH:16][N:15]([CH3:18])[C:14]4=[C:9]3[CH:8]=2)=[O:6])[CH2:3][CH2:2]1. (2) Given the reactants [OH:1][C@H:2]([C:5]1[CH:10]=[CH:9][CH:8]=[C:7]([O:11][C:12]2[CH:17]=[CH:16][CH:15]=[CH:14][CH:13]=2)[CH:6]=1)[C:3]#[N:4].C(OCCCC)(=O)CCC, predict the reaction product. The product is: [OH:1][C@@H:2]([C:5]1[CH:10]=[CH:9][CH:8]=[C:7]([O:11][C:12]2[CH:17]=[CH:16][CH:15]=[CH:14][CH:13]=2)[CH:6]=1)[C:3]#[N:4]. (3) Given the reactants Cl[C:2]1[N:7]=[C:6]([C:8]2[CH:13]=[CH:12][CH:11]=[CH:10][CH:9]=2)[C:5]([C:14]2[CH:15]=[CH:16][C:17](=[O:23])[N:18]([CH:20]([CH3:22])[CH3:21])[N:19]=2)=[CH:4][CH:3]=1.C([O-])=O.[NH4+].C([O-])(O)=O.[Na+], predict the reaction product. The product is: [CH:20]([N:18]1[C:17](=[O:23])[CH:16]=[CH:15][C:14]([C:5]2[C:6]([C:8]3[CH:9]=[CH:10][CH:11]=[CH:12][CH:13]=3)=[N:7][CH:2]=[CH:3][CH:4]=2)=[N:19]1)([CH3:22])[CH3:21]. (4) Given the reactants [NH2:1][C:2]1[CH:6]=[CH:5][S:4][C:3]=1[C:7]([O:9][CH3:10])=[O:8].N1C=CC=CC=1.[C:17](Cl)(=[O:21])[CH2:18][CH2:19][CH3:20], predict the reaction product. The product is: [C:17]([NH:1][C:2]1[CH:6]=[CH:5][S:4][C:3]=1[C:7]([O:9][CH3:10])=[O:8])(=[O:21])[CH2:18][CH2:19][CH3:20]. (5) The product is: [CH3:1][O:2][C:3]([C:5]1[N:6]=[C:7]([CH:27]=[O:28])[N:8]([CH2:10][O:11][CH2:12][CH2:13][Si:14]([CH3:17])([CH3:16])[CH3:15])[CH:9]=1)=[O:4]. Given the reactants [CH3:1][O:2][C:3]([C:5]1[N:6]=[C:7](Br)[N:8]([CH2:10][O:11][CH2:12][CH2:13][Si:14]([CH3:17])([CH3:16])[CH3:15])[CH:9]=1)=[O:4].C([Mg]Cl)(C)C.CN([CH:27]=[O:28])C, predict the reaction product.